This data is from Catalyst prediction with 721,799 reactions and 888 catalyst types from USPTO. The task is: Predict which catalyst facilitates the given reaction. (1) Product: [NH2:8][C:5]1[CH:6]=[CH:7][C:2]([F:1])=[C:3]([C@@:16]2([CH3:27])[NH:17][C:18](=[S:26])[C@:19]([F:25])([CH3:24])[CH2:20][C:21]2([F:23])[F:22])[CH:4]=1. Reactant: [F:1][C:2]1[CH:7]=[CH:6][C:5]([NH:8]C(=O)OC(C)(C)C)=[CH:4][C:3]=1[C@:16]1([CH3:27])[C:21]([F:23])([F:22])[CH2:20][C@@:19]([F:25])([CH3:24])[C:18](=[S:26])[NH:17]1.C(O)(C(F)(F)F)=O. The catalyst class is: 426. (2) Reactant: C(OC([N:8]1[CH2:13][CH2:12][CH:11]([NH:14][C:15]2[CH:20]=[CH:19][C:18]([C:21]#[N:22])=[CH:17][N:16]=2)[CH2:10][CH2:9]1)=O)(C)(C)C.[ClH:23]. Product: [ClH:23].[ClH:23].[NH:8]1[CH2:9][CH2:10][CH:11]([NH:14][C:15]2[CH:20]=[CH:19][C:18]([C:21]#[N:22])=[CH:17][N:16]=2)[CH2:12][CH2:13]1. The catalyst class is: 12. (3) Reactant: [Cl:1][C:2]1[CH:3]=[CH:4][C:5]2[O:10][CH:9]([C:11]([OH:13])=O)[CH2:8][N:7]([CH3:14])[C:6]=2[CH:15]=1.[F:16][C:17]1[CH:30]=[CH:29][C:20]([CH2:21][N:22]2[CH2:28][CH2:27][CH2:26][NH:25][CH2:24][CH2:23]2)=[CH:19][CH:18]=1.CCN=C=NCCCN(C)C.C1C=CC2N(O)N=NC=2C=1.CCN(C(C)C)C(C)C. Product: [Cl:1][C:2]1[CH:3]=[CH:4][C:5]2[O:10][CH:9]([C:11]([N:25]3[CH2:24][CH2:23][N:22]([CH2:21][C:20]4[CH:19]=[CH:18][C:17]([F:16])=[CH:30][CH:29]=4)[CH2:28][C@H:27]3[CH3:26])=[O:13])[CH2:8][N:7]([CH3:14])[C:6]=2[CH:15]=1. The catalyst class is: 18. (4) Reactant: C(N(C(C)C)CC)(C)C.FC(F)(F)C(O)=O.[NH:17]1[CH2:22][CH2:21][CH:20]([C@H:23]([NH:25][C:26]2[N:31]=[C:30]([C:32]3[C:40]4[C:35](=[N:36][CH:37]=[C:38]([C:41]([F:44])([F:43])[F:42])[CH:39]=4)[N:34]([S:45]([C:48]4[CH:54]=[CH:53][C:51]([CH3:52])=[CH:50][CH:49]=4)(=[O:47])=[O:46])[CH:33]=3)[C:29]([C:55]#[N:56])=[CH:28][N:27]=2)[CH3:24])[CH2:19][CH2:18]1.CN(C(ON1N=NC2C=CC=CC1=2)=[N+](C)C)C.[B-](F)(F)(F)F.[C:79](O)(=[O:82])[CH2:80][OH:81]. Product: [OH:82][CH2:79][C:80]([N:17]1[CH2:18][CH2:19][CH:20]([C@H:23]([NH:25][C:26]2[N:31]=[C:30]([C:32]3[C:40]4[C:35](=[N:36][CH:37]=[C:38]([C:41]([F:43])([F:44])[F:42])[CH:39]=4)[N:34]([S:45]([C:48]4[CH:49]=[CH:50][C:51]([CH3:52])=[CH:53][CH:54]=4)(=[O:46])=[O:47])[CH:33]=3)[C:29]([C:55]#[N:56])=[CH:28][N:27]=2)[CH3:24])[CH2:21][CH2:22]1)=[O:81]. The catalyst class is: 7. (5) Reactant: [CH3:1][C:2]1[C:3]([C:7]([O:9][CH2:10][CH3:11])=[O:8])=[N:4][NH:5][CH:6]=1.[H-].[Na+].[CH2:14](Br)[C:15]1[CH:20]=[CH:19][CH:18]=[CH:17][CH:16]=1. Product: [CH2:14]([N:5]1[CH:6]=[C:2]([CH3:1])[C:3]([C:7]([O:9][CH2:10][CH3:11])=[O:8])=[N:4]1)[C:15]1[CH:20]=[CH:19][CH:18]=[CH:17][CH:16]=1. The catalyst class is: 7. (6) Reactant: Cl.[Si]([O:9][CH2:10][CH2:11][O:12][C:13]1[CH:18]=[CH:17][N:16]=[C:15]([NH:19][C:20]2[CH:21]=[C:22]([C:27]3[CH:28]=[N:29][N:30]([CH2:32][CH2:33][C:34]([NH2:36])=[O:35])[CH:31]=3)[CH:23]=[C:24]([CH3:26])[CH:25]=2)[N:14]=1)(C(C)(C)C)(C)C. Product: [OH:9][CH2:10][CH2:11][O:12][C:13]1[CH:18]=[CH:17][N:16]=[C:15]([NH:19][C:20]2[CH:21]=[C:22]([C:27]3[CH:28]=[N:29][N:30]([CH2:32][CH2:33][C:34]([NH2:36])=[O:35])[CH:31]=3)[CH:23]=[C:24]([CH3:26])[CH:25]=2)[N:14]=1. The catalyst class is: 20. (7) Reactant: [Br:1][C:2]1[CH:3]=[C:4]([CH2:17]O)[CH:5]=[CH:6][C:7]=1[O:8][C:9]1[CH:14]=[CH:13][C:12]([F:15])=[CH:11][C:10]=1[F:16].P(Br)(Br)[Br:20].C(=O)(O)[O-].[Na+]. Product: [Br:1][C:2]1[CH:3]=[C:4]([CH2:17][Br:20])[CH:5]=[CH:6][C:7]=1[O:8][C:9]1[CH:14]=[CH:13][C:12]([F:15])=[CH:11][C:10]=1[F:16]. The catalyst class is: 4.